This data is from Reaction yield outcomes from USPTO patents with 853,638 reactions. The task is: Predict the reaction yield, written as a fraction of the theoretical maximum amount of product (1.0 means a 100% yield; for example, 0.34 means a 34% yield). The reactants are Cl[C:2]1[CH:7]=[CH:6][N:5]=[C:4]2[CH:8]=[C:9]([C:11]3[S:12][CH:13]=[C:14]([C:16]([OH:19])([CH3:18])[CH3:17])[N:15]=3)[S:10][C:3]=12.[CH3:20][N:21]1[C:25]([C:26]([F:29])([F:28])[F:27])=[CH:24][C:23]([OH:30])=[N:22]1. No catalyst specified. The product is [CH3:20][N:21]1[C:25]([C:26]([F:27])([F:28])[F:29])=[CH:24][C:23]([O:30][C:2]2[CH:7]=[CH:6][N:5]=[C:4]3[CH:8]=[C:9]([C:11]4[S:12][CH:13]=[C:14]([C:16]([OH:19])([CH3:18])[CH3:17])[N:15]=4)[S:10][C:3]=23)=[N:22]1. The yield is 0.0800.